Dataset: Forward reaction prediction with 1.9M reactions from USPTO patents (1976-2016). Task: Predict the product of the given reaction. Given the reactants O.[C:2]1([CH3:12])[CH:7]=[CH:6][C:5]([S:8]([OH:11])(=[O:10])=[O:9])=[CH:4][CH:3]=1.CN1CCCCCC1=O, predict the reaction product. The product is: [CH3:12][C:2]1[CH:7]=[CH:6][C:5]([S:8]([OH:11])(=[O:10])=[O:9])=[CH:4][CH:3]=1.